This data is from Forward reaction prediction with 1.9M reactions from USPTO patents (1976-2016). The task is: Predict the product of the given reaction. Given the reactants [NH2:1][C:2]1[NH:6][C:5]2[CH:7]=[C:8]([O:11][C:12]3[CH:13]=[C:14]([NH:18][C:19](=[O:25])[O:20][C:21]([CH3:24])([CH3:23])[CH3:22])[CH:15]=[CH:16][CH:17]=3)[CH:9]=[CH:10][C:4]=2[N:3]=1.[CH:26]1([C:29](Cl)=[O:30])[CH2:28][CH2:27]1.CO.[OH-].[Na+], predict the reaction product. The product is: [CH:26]1([C:29]([NH:1][C:2]2[NH:6][C:5]3[CH:7]=[C:8]([O:11][C:12]4[CH:13]=[C:14]([NH:18][C:19](=[O:25])[O:20][C:21]([CH3:22])([CH3:24])[CH3:23])[CH:15]=[CH:16][CH:17]=4)[CH:9]=[CH:10][C:4]=3[N:3]=2)=[O:30])[CH2:28][CH2:27]1.